The task is: Predict the reactants needed to synthesize the given product.. This data is from Full USPTO retrosynthesis dataset with 1.9M reactions from patents (1976-2016). (1) Given the product [N:7]1([C:11]([C:13]2[N:18]=[CH:17][C:16]([O:19][C:20]3[CH:35]=[C:34]([CH:33]=[C:22]([C:23](=[O:24])[NH:25][C:26]4[CH:31]=[N:30][C:29]([CH3:32])=[CH:28][N:27]=4)[CH:21]=3)[O:36][CH:37]([CH2:41][CH2:40][OH:39])[C:1]([O:2][CH2:43][CH3:44])=[O:4])=[CH:15][CH:14]=2)=[O:12])[CH2:8][CH2:9][CH2:10]1, predict the reactants needed to synthesize it. The reactants are: [C:1](=[O:4])([O-])[O-:2].[K+].[K+].[N:7]1([C:11]([C:13]2[N:18]=[CH:17][C:16]([O:19][C:20]3[CH:21]=[C:22]([CH:33]=[C:34]([O:36][CH:37]4[CH2:41][CH2:40][O:39]C4=O)[CH:35]=3)[C:23]([NH:25][C:26]3[CH:31]=[N:30][C:29]([CH3:32])=[CH:28][N:27]=3)=[O:24])=[CH:15][CH:14]=2)=[O:12])[CH2:10][CH2:9][CH2:8]1.[CH2:43](O)[CH3:44]. (2) Given the product [Br:1][C:2]1[CH:7]=[CH:6][C:5](/[C:8](=[N:22]\[O:23][CH2:24][CH3:25])/[CH:9]2[CH2:10][CH2:11][N:12]([C:15]3([CH3:21])[CH2:20][CH2:19][N:18]([C:37]([C:35]4[C:34]5[C:29](=[CH:30][CH:31]=[CH:32][CH:33]=5)[N:28]=[C:27]([CH3:26])[CH:36]=4)=[O:38])[CH2:17][CH2:16]3)[CH2:13][CH2:14]2)=[CH:4][CH:3]=1, predict the reactants needed to synthesize it. The reactants are: [Br:1][C:2]1[CH:7]=[CH:6][C:5](/[C:8](=[N:22]\[O:23][CH2:24][CH3:25])/[CH:9]2[CH2:14][CH2:13][N:12]([C:15]3([CH3:21])[CH2:20][CH2:19][NH:18][CH2:17][CH2:16]3)[CH2:11][CH2:10]2)=[CH:4][CH:3]=1.[CH3:26][C:27]1[CH:36]=[C:35]([C:37](O)=[O:38])[C:34]2[C:29](=[CH:30][CH:31]=[CH:32][CH:33]=2)[N:28]=1.CCN(CC)CC.CN(C(ON1N=NC2C=CC=NC1=2)=[N+](C)C)C.F[P-](F)(F)(F)(F)F. (3) Given the product [C:24]([O:1][CH2:2][C:3](=[CH2:17])[C:4]([O:6][CH:7]1[CH2:15][CH:14]2[CH2:16][CH:8]1[CH:9]1[CH:13]2[CH2:12][CH2:11][CH2:10]1)=[O:5])(=[O:26])[CH3:25], predict the reactants needed to synthesize it. The reactants are: [OH:1][CH2:2][C:3](=[CH2:17])[C:4]([O:6][CH:7]1[CH2:15][CH:14]2[CH2:16][CH:8]1[CH:9]1[CH:13]2[CH2:12][CH2:11][CH2:10]1)=[O:5].N1C=CC=CC=1.[C:24](OC(=O)C)(=[O:26])[CH3:25]. (4) Given the product [CH2:1]([O:8][C:9]([C:11]1[CH:20]=[CH:19][C:18]2[C:13](=[CH:14][CH:15]=[C:16]([CH:21]=[O:22])[CH:17]=2)[CH:12]=1)=[O:10])[C:2]1[CH:3]=[CH:4][CH:5]=[CH:6][CH:7]=1, predict the reactants needed to synthesize it. The reactants are: [CH2:1]([O:8][C:9]([C:11]1[CH:20]=[CH:19][C:18]2[C:13](=[CH:14][CH:15]=[C:16]([CH2:21][OH:22])[CH:17]=2)[CH:12]=1)=[O:10])[C:2]1[CH:7]=[CH:6][CH:5]=[CH:4][CH:3]=1. (5) Given the product [CH3:2][S:3][C:4]1[CH:11]=[CH:10][CH:9]=[CH:8][C:5]=1[CH2:6][NH:7][C:29]([C:20]1[CH:21]=[CH:22][C:23]2[C:28](=[CH:27][CH:26]=[N:25][CH:24]=2)[N:19]=1)=[O:30], predict the reactants needed to synthesize it. The reactants are: Cl.[CH3:2][S:3][C:4]1[CH:11]=[CH:10][CH:9]=[CH:8][C:5]=1[CH2:6][NH2:7].C(N(CC)CC)C.[N:19]1[C:28]2[C:23](=[CH:24][N:25]=[CH:26][CH:27]=2)[CH:22]=[CH:21][C:20]=1[C:29](O)=[O:30].O.ON1C2C=CC=CC=2N=N1. (6) Given the product [N:14]1([C:2]2[CH:9]=[CH:8][C:5]([CH:6]=[O:7])=[C:4]([C:10]([F:13])([F:12])[F:11])[CH:3]=2)[CH2:19][CH2:18][O:17][CH2:16][CH2:15]1, predict the reactants needed to synthesize it. The reactants are: F[C:2]1[CH:9]=[CH:8][C:5]([CH:6]=[O:7])=[C:4]([C:10]([F:13])([F:12])[F:11])[CH:3]=1.[NH:14]1[CH2:19][CH2:18][O:17][CH2:16][CH2:15]1.C(=O)([O-])[O-].[K+].[K+].CS(C)=O. (7) Given the product [CH:1]([N:4]1[C:8]([C:9]2[N:10]=[C:11]3[C:17]4[CH:18]=[C:19]([C:22]([NH2:26])=[O:24])[CH:20]=[CH:21][C:16]=4[O:15][CH2:14][CH2:13][N:12]3[CH:25]=2)=[CH:7][CH:6]=[N:5]1)([CH3:3])[CH3:2], predict the reactants needed to synthesize it. The reactants are: [CH:1]([N:4]1[C:8]([C:9]2[N:10]=[C:11]3[C:17]4[CH:18]=[C:19]([C:22]([OH:24])=O)[CH:20]=[CH:21][C:16]=4[O:15][CH2:14][CH2:13][N:12]3[CH:25]=2)=[CH:7][CH:6]=[N:5]1)([CH3:3])[CH3:2].[NH3:26]. (8) Given the product [ClH:1].[C:12]([C:11]1[C:2]([N:27]2[CH2:26][CH:25]([CH3:29])[NH:24][CH:23]([CH3:22])[CH2:28]2)=[C:3]([F:21])[CH:4]=[C:5]2[C:10]=1[N:9]([CH:14]1[CH2:16][CH2:15]1)[CH:8]=[C:7]([C:17]([OH:19])=[O:18])[C:6]2=[O:20])#[N:13], predict the reactants needed to synthesize it. The reactants are: [Cl:1][C:2]1[C:11]([C:12]#[N:13])=[C:10]2[C:5]([C:6](=[O:20])[C:7]([C:17]([OH:19])=[O:18])=[CH:8][N:9]2[CH:14]2[CH2:16][CH2:15]2)=[CH:4][C:3]=1[F:21].[CH3:22][C@H:23]1[CH2:28][NH:27][CH2:26][C@@H:25]([CH3:29])[NH:24]1.